From a dataset of Full USPTO retrosynthesis dataset with 1.9M reactions from patents (1976-2016). Predict the reactants needed to synthesize the given product. (1) Given the product [O:1]=[C:2]1[CH2:7][S:6][C:5]2[CH:8]=[CH:9][C:10]([CH2:12][C:13]([OH:15])=[O:14])=[CH:11][C:4]=2[NH:3]1, predict the reactants needed to synthesize it. The reactants are: [O:1]=[C:2]1[CH2:7][S:6][C:5]2[CH:8]=[CH:9][C:10]([CH2:12][C:13]([O:15]C)=[O:14])=[CH:11][C:4]=2[NH:3]1.O[Li].O.Cl. (2) Given the product [C:1]([C:5]1[O:9][N:8]=[C:7]([C:10]2[CH:15]=[C:14]([N:24]3[CH2:25][C:26]([F:28])([F:27])[C:22]([F:29])([F:21])[CH2:23]3)[C:13]([CH:17]3[CH2:19][CH2:18]3)=[CH:12][N:11]=2)[N:6]=1)([CH3:4])([CH3:3])[CH3:2], predict the reactants needed to synthesize it. The reactants are: [C:1]([C:5]1[O:9][N:8]=[C:7]([C:10]2[CH:15]=[C:14](Cl)[C:13]([CH:17]3[CH2:19][CH2:18]3)=[CH:12][N:11]=2)[N:6]=1)([CH3:4])([CH3:3])[CH3:2].Cl.[F:21][C:22]1([F:29])[C:26]([F:28])([F:27])[CH2:25][NH:24][CH2:23]1.C([O-])([O-])=O.[K+].[K+]. (3) Given the product [F:26][C:23]([F:24])([F:25])[C:21]1[CH:20]=[CH:19][C:17]2[N:18]=[C:14]([NH:13][C:10](=[O:11])[CH2:9][C:6]3[CH:7]=[CH:8][C:3]([O:2][CH3:1])=[CH:4][CH:5]=3)[S:15][C:16]=2[CH:22]=1, predict the reactants needed to synthesize it. The reactants are: [CH3:1][O:2][C:3]1[CH:8]=[CH:7][C:6]([CH2:9][C:10](Cl)=[O:11])=[CH:5][CH:4]=1.[NH2:13][C:14]1[S:15][C:16]2[CH:22]=[C:21]([C:23]([F:26])([F:25])[F:24])[CH:20]=[CH:19][C:17]=2[N:18]=1. (4) Given the product [C:10]([O:9][C:7]([NH:1][C@H:2]([C:4]([OH:6])=[O:5])[CH3:3])=[O:8])([CH3:13])([CH3:12])[CH3:11], predict the reactants needed to synthesize it. The reactants are: [NH2:1][C@H:2]([C:4]([OH:6])=[O:5])[CH3:3].[C:7](O[C:7]([O:9][C:10]([CH3:13])([CH3:12])[CH3:11])=[O:8])([O:9][C:10]([CH3:13])([CH3:12])[CH3:11])=[O:8]. (5) The reactants are: [NH2:1][C:2]1[N:7]=[C:6]([OH:8])[N:5]=[C:4]([OH:9])[C:3]=1[CH2:10][CH:11](OCC)OCC. Given the product [N:7]1[C:2]2[NH:1][CH:11]=[CH:10][C:3]=2[C:4]([OH:9])=[N:5][C:6]=1[OH:8], predict the reactants needed to synthesize it.